Dataset: Forward reaction prediction with 1.9M reactions from USPTO patents (1976-2016). Task: Predict the product of the given reaction. (1) Given the reactants [OH:1][CH:2]([C:11]1[CH:16]=[CH:15][C:14]([C:17]2[N:21]=[C:20]([C:22]3[O:26][N:25]=[C:24]([C:27]4[CH:32]=[CH:31][CH:30]=[CH:29][CH:28]=4)[C:23]=3[C:33]([F:36])([F:35])[F:34])[O:19][N:18]=2)=[CH:13][CH:12]=1)[C:3]([NH:5][CH2:6][CH2:7][C:8]([OH:10])=O)=[O:4].C[N:38]1[CH2:43][CH2:42][O:41][CH2:40][CH2:39]1.CN(C(ON1N=NC2C=CC=NC1=2)=[N+](C)C)C.F[P-](F)(F)(F)(F)F, predict the reaction product. The product is: [OH:1][CH:2]([C:11]1[CH:12]=[CH:13][C:14]([C:17]2[N:21]=[C:20]([C:22]3[O:26][N:25]=[C:24]([C:27]4[CH:32]=[CH:31][CH:30]=[CH:29][CH:28]=4)[C:23]=3[C:33]([F:35])([F:34])[F:36])[O:19][N:18]=2)=[CH:15][CH:16]=1)[C:3]([NH:5][CH2:6][CH2:7][C:8]([N:38]1[CH2:43][CH:42]([O:41][CH3:40])[CH2:39]1)=[O:10])=[O:4]. (2) Given the reactants [NH2:1][C:2]1[C:10]2[C:9]([C:11]([OH:13])=O)=[CH:8][C:7]([CH3:14])=[N:6][C:5]=2[S:4][C:3]=1[C:15](=[O:17])[NH2:16].[NH:18]1[CH2:23][CH2:22][O:21][CH2:20][CH2:19]1.C1CN([P+](ON2N=NC3C=CC=CC2=3)(N2CCCC2)N2CCCC2)CC1.F[P-](F)(F)(F)(F)F, predict the reaction product. The product is: [NH2:1][C:2]1[C:10]2[C:5](=[N:6][C:7]([CH3:14])=[CH:8][C:9]=2[C:11]([N:18]2[CH2:23][CH2:22][O:21][CH2:20][CH2:19]2)=[O:13])[S:4][C:3]=1[C:15]([NH2:16])=[O:17]. (3) Given the reactants [NH2:1][C:2]1[N:6]2[CH:7]=[C:8]([Br:11])[CH:9]=[CH:10][C:5]2=[N:4][C:3]=1[C:12]([NH2:14])=[O:13].[CH2:15]([O:20][C:21]1[CH:28]=[CH:27][CH:26]=[CH:25][C:22]=1[CH:23]=O)[CH2:16][CH:17]([CH3:19])[CH3:18].S(=O)(O)[O-].[Na+].CS(C)=O, predict the reaction product. The product is: [Br:11][C:8]1[CH:9]=[CH:10][C:5]2[N:6]([CH:7]=1)[C:2]1[N:1]=[C:23]([C:22]3[CH:25]=[CH:26][CH:27]=[CH:28][C:21]=3[O:20][CH2:15][CH2:16][CH:17]([CH3:19])[CH3:18])[NH:14][C:12](=[O:13])[C:3]=1[N:4]=2. (4) Given the reactants [C:1]([N:4]1[CH2:9][CH2:8][C:7](=O)[CH2:6][CH2:5]1)(=[O:3])[CH3:2].[NH:11]1[CH2:15][CH2:14][CH2:13][CH2:12]1.O.C1(C)C=CC(S(O)(=O)=O)=CC=1.O, predict the reaction product. The product is: [N:11]1([C:7]2[CH2:8][CH2:9][N:4]([C:1](=[O:3])[CH3:2])[CH2:5][CH:6]=2)[CH2:15][CH2:14][CH2:13][CH2:12]1.